From a dataset of Forward reaction prediction with 1.9M reactions from USPTO patents (1976-2016). Predict the product of the given reaction. (1) Given the reactants C(O)C.FC(F)(F)S(O[C:10]1[CH2:15][CH2:14][CH2:13][CH2:12][C:11]=1[C:16]([O:18][CH2:19][CH3:20])=[O:17])(=O)=O.[F:23][C:24]1[CH:29]=[CH:28][CH:27]=[CH:26][C:25]=1B(O)O.C(=O)([O-])[O-].[Na+].[Na+], predict the reaction product. The product is: [F:23][C:24]1[CH:29]=[CH:28][CH:27]=[CH:26][C:25]=1[C:10]1[CH2:15][CH2:14][CH2:13][CH2:12][C:11]=1[C:16]([O:18][CH2:19][CH3:20])=[O:17]. (2) Given the reactants F[C:2]1[C:7]([N+:8]([O-:10])=[O:9])=[CH:6][CH:5]=[CH:4][C:3]=1[CH3:11].[O-:12][S:13]([O-:15])=[O:14].[Na+].[Na+].O, predict the reaction product. The product is: [CH3:11][C:3]1[CH:4]=[CH:5][CH:6]=[C:7]([N+:8]([O-:10])=[O:9])[C:2]=1[S:13]([OH:15])(=[O:14])=[O:12].